Regression. Given a peptide amino acid sequence and an MHC pseudo amino acid sequence, predict their binding affinity value. This is MHC class I binding data. From a dataset of Peptide-MHC class I binding affinity with 185,985 pairs from IEDB/IMGT. (1) The peptide sequence is ATCGLVGLV. The binding affinity (normalized) is 0.395. The MHC is HLA-A02:12 with pseudo-sequence HLA-A02:12. (2) The peptide sequence is LAAPPPQRA. The MHC is HLA-A02:06 with pseudo-sequence HLA-A02:06. The binding affinity (normalized) is 0.133.